Predict which catalyst facilitates the given reaction. From a dataset of Catalyst prediction with 721,799 reactions and 888 catalyst types from USPTO. (1) Reactant: [C:1]([O:5][C:6]([NH:8][C:9]1[CH2:10][C:11]([C:33]([OH:35])=O)=[CH:12][C:13]2[CH:19]=[CH:18][C:17]([C:20]3[CH:25]=[CH:24][C:23]([C:26]([N:28]4[CH2:32][CH2:31][CH2:30][CH2:29]4)=[O:27])=[CH:22][CH:21]=3)=[CH:16][C:14]=2[N:15]=1)=[O:7])([CH3:4])([CH3:3])[CH3:2].C1C=[CH:38][C:39]2N(O)N=[N:42][C:40]=2C=1.CCN=C=NCCCN(C)C.C(N(CC)CC)C.C(N)CC. Product: [CH2:40]([NH:42][C:33]([C:11]1=[CH:12][C:13]2[CH:19]=[CH:18][C:17]([C:20]3[CH:21]=[CH:22][C:23]([C:26]([N:28]4[CH2:29][CH2:30][CH2:31][CH2:32]4)=[O:27])=[CH:24][CH:25]=3)=[CH:16][C:14]=2[N:15]=[C:9]([NH:8][C:6](=[O:7])[O:5][C:1]([CH3:4])([CH3:2])[CH3:3])[CH2:10]1)=[O:35])[CH2:39][CH3:38]. The catalyst class is: 31. (2) Reactant: [F:1][C:2]([F:7])([F:6])[C:3]([OH:5])=[O:4].[CH:8]([NH:11][C@@H:12]1[CH2:17][CH2:16][C@H:15]([N:18]2[CH2:22][CH2:21][CH:20]([C:23]3[NH:27][C:26]4[C:28]([C:32]([F:35])([F:34])[F:33])=[CH:29][CH:30]=[CH:31][C:25]=4[N:24]=3)[C:19]2=[O:36])[C@H:14]([CH2:37][S:38]([C:41]2[CH:46]=[CH:45][CH:44]=[CH:43][CH:42]=2)(=[O:40])=[O:39])[CH2:13]1)([CH3:10])[CH3:9].C=O.[C:49]([BH3-])#N.[Na+].C([O-])(O)=O.[Na+]. Product: [F:1][C:2]([F:7])([F:6])[C:3]([OH:5])=[O:4].[CH:8]([N:11]([CH3:49])[C@@H:12]1[CH2:17][CH2:16][C@H:15]([N:18]2[CH2:22][CH2:21][CH:20]([C:23]3[NH:27][C:26]4[C:28]([C:32]([F:35])([F:33])[F:34])=[CH:29][CH:30]=[CH:31][C:25]=4[N:24]=3)[C:19]2=[O:36])[C@H:14]([CH2:37][S:38]([C:41]2[CH:46]=[CH:45][CH:44]=[CH:43][CH:42]=2)(=[O:39])=[O:40])[CH2:13]1)([CH3:10])[CH3:9]. The catalyst class is: 5. (3) Reactant: [Na].[CH2:2]([NH:9][C:10]([NH2:12])=[O:11])[C:3]1[CH:8]=[CH:7][CH:6]=[CH:5][CH:4]=1.[C:13]([CH2:15][C:16](OCC)=[O:17])#[N:14]. Product: [NH2:14][C:13]1[N:9]([CH2:2][C:3]2[CH:8]=[CH:7][CH:6]=[CH:5][CH:4]=2)[C:10](=[O:11])[NH:12][C:16](=[O:17])[CH:15]=1. The catalyst class is: 8. (4) Reactant: CCCC[N+](CCCC)(CCCC)CCCC.[F-].C([Si]([O:26][CH2:27][C:28]1[CH:33]=[C:32]([O:34][CH:35]([CH3:37])[CH3:36])[C:31]([F:38])=[C:30]([O:39][CH:40]([CH3:42])[CH3:41])[CH:29]=1)(C)C)(C)(C)C. Product: [F:38][C:31]1[C:32]([O:34][CH:35]([CH3:37])[CH3:36])=[CH:33][C:28]([CH2:27][OH:26])=[CH:29][C:30]=1[O:39][CH:40]([CH3:42])[CH3:41]. The catalyst class is: 1.